Task: Predict the reactants needed to synthesize the given product.. Dataset: Full USPTO retrosynthesis dataset with 1.9M reactions from patents (1976-2016) (1) Given the product [C:1]([O:4][C@@H:5]1[C@@H:10]([O:11][C:12](=[O:14])[CH3:13])[C@H:9]([O:15][C:16](=[O:18])[CH3:17])[C@@H:8]([CH2:19][O:20][C:21](=[O:23])[CH3:22])[O:7][C@H:6]1[O:24][C:25]1[C:29]([CH2:30][C:31]2[CH:36]=[CH:35][C:34]([O:37][CH2:38][CH2:39][CH2:40][N:58]([S:55]([C:50]3[CH:51]=[CH:52][CH:53]=[CH:54][C:49]=3[N+:46]([O-:48])=[O:47])(=[O:57])=[O:56])[CH2:59][C:60](=[O:61])[NH2:62])=[CH:33][C:32]=2[CH3:42])=[C:28]([CH:43]([CH3:44])[CH3:45])[NH:27][N:26]=1)(=[O:3])[CH3:2], predict the reactants needed to synthesize it. The reactants are: [C:1]([O:4][C@@H:5]1[C@@H:10]([O:11][C:12](=[O:14])[CH3:13])[C@H:9]([O:15][C:16](=[O:18])[CH3:17])[C@@H:8]([CH2:19][O:20][C:21](=[O:23])[CH3:22])[O:7][C@H:6]1[O:24][C:25]1[C:29]([CH2:30][C:31]2[CH:36]=[CH:35][C:34]([O:37][CH2:38][CH2:39][CH2:40]O)=[CH:33][C:32]=2[CH3:42])=[C:28]([CH:43]([CH3:45])[CH3:44])[NH:27][N:26]=1)(=[O:3])[CH3:2].[N+:46]([C:49]1[CH:54]=[CH:53][CH:52]=[CH:51][C:50]=1[S:55]([NH:58][CH2:59][C:60]([NH2:62])=[O:61])(=[O:57])=[O:56])([O-:48])=[O:47].C1(P(C2C=CC=CC=2)C2C=CC=CC=2)C=CC=CC=1.N(C(OCC)=O)=NC(OCC)=O. (2) The reactants are: [C:1]([C:3]1[CH:4]=[C:5]([C:16]2[CH:21]=[CH:20][N:19]=[C:18]3[N:22]([S:37]([C:40]4[CH:45]=[CH:44][CH:43]=[CH:42][CH:41]=4)(=[O:39])=[O:38])[C:23]([C:25]4[CH2:26][N:27](C(OC(C)(C)C)=O)[CH2:28][CH:29]=4)=[CH:24][C:17]=23)[CH:6]=[CH:7][C:8]=1[O:9][CH:10]1[CH2:15][CH2:14][O:13][CH2:12][CH2:11]1)#[N:2].FC(F)(F)C(O)=O. Given the product [NH:27]1[CH2:28][CH:29]=[C:25]([C:23]2[N:22]([S:37]([C:40]3[CH:41]=[CH:42][CH:43]=[CH:44][CH:45]=3)(=[O:39])=[O:38])[C:18]3=[N:19][CH:20]=[CH:21][C:16]([C:5]4[CH:6]=[CH:7][C:8]([O:9][CH:10]5[CH2:11][CH2:12][O:13][CH2:14][CH2:15]5)=[C:3]([CH:4]=4)[C:1]#[N:2])=[C:17]3[CH:24]=2)[CH2:26]1, predict the reactants needed to synthesize it. (3) Given the product [C:1]([C:3]1[CH:4]=[N:5][C:6]2[C:11]([CH:12]=1)=[CH:10][C:9]([O:13][CH:14]([S:25][CH3:26])[C:15]([NH:17][C:18]([CH2:19][O:20][CH3:29])([CH3:21])[CH2:22][O:23][CH3:24])=[O:16])=[CH:8][C:7]=2[CH3:27])#[CH:2], predict the reactants needed to synthesize it. The reactants are: [C:1]([C:3]1[CH:4]=[N:5][C:6]2[C:11]([CH:12]=1)=[CH:10][C:9]([O:13][CH:14]([S:25][CH3:26])[C:15]([NH:17][C:18]([CH2:22][O:23][CH3:24])([CH3:21])[CH2:19][OH:20])=[O:16])=[CH:8][C:7]=2[CH3:27])#[CH:2].I[CH3:29].[H-].[Na+]. (4) Given the product [C:2]([C:5]1[CH:10]([CH2:11][CH:12]2[CH2:21][CH2:20][C:19]3[C:14](=[CH:15][CH:16]=[C:17]([O:22][CH3:23])[CH:18]=3)[C:13]2=[O:24])[CH:9]=[CH:8][N:7]([CH2:25][C:26]2[CH:31]=[CH:30][CH:29]=[C:28]([N+:32]([O-:34])=[O:33])[CH:27]=2)[CH:6]=1)(=[O:4])[CH3:3], predict the reactants needed to synthesize it. The reactants are: [Br-].[C:2]([C:5]1[CH:6]=[N+:7]([CH2:25][C:26]2[CH:31]=[CH:30][CH:29]=[C:28]([N+:32]([O-:34])=[O:33])[CH:27]=2)[CH:8]=[CH:9][C:10]=1[CH2:11][CH:12]1[CH2:21][CH2:20][C:19]2[C:14](=[CH:15][CH:16]=[C:17]([O:22][CH3:23])[CH:18]=2)[C:13]1=[O:24])(=[O:4])[CH3:3].C1C(C(N)=O)=CN(CC2C=CC=CC=2)C=C1.